From a dataset of Forward reaction prediction with 1.9M reactions from USPTO patents (1976-2016). Predict the product of the given reaction. (1) Given the reactants [C:1]([O:4][C:5]1[CH:6]=[C:7](Br)[CH:8]=[C:9]([O:11][C:12](=[O:14])[CH3:13])[CH:10]=1)(=[O:3])[CH3:2].[C:16]([O:19][C:20]1[CH:27]=[CH:26][C:23]([CH:24]=[CH2:25])=[CH:22][CH:21]=1)(=[O:18])[CH3:17].C(=O)([O-])[O-].[K+].[K+].C(=NO)(C1C=CC=CC=1)C, predict the reaction product. The product is: [C:1]([O:4][C:5]1[CH:6]=[C:7](/[CH:25]=[CH:24]/[C:23]2[CH:26]=[CH:27][C:20]([O:19][C:16](=[O:18])[CH3:17])=[CH:21][CH:22]=2)[CH:8]=[C:9]([O:11][C:12](=[O:14])[CH3:13])[CH:10]=1)(=[O:3])[CH3:2]. (2) Given the reactants [Br:1][CH2:2][C:3]1[CH:4]=[C:5]([CH2:9][OH:10])[CH:6]=[CH:7][CH:8]=1.[O:11]1[CH:16]=[CH:15][CH2:14][CH2:13][CH2:12]1.C(=O)([O-])O.[Na+], predict the reaction product. The product is: [Br:1][CH2:2][C:3]1[CH:4]=[C:5]([CH:6]=[CH:7][CH:8]=1)[CH2:9][O:10][CH:12]1[CH2:13][CH2:14][CH2:15][CH2:16][O:11]1. (3) Given the reactants [F:1][C:2]1[CH:3]=[C:4]([N:8]2[C@@:12]3([CH2:17][CH2:16][N:15](C(OCC4C=CC=CC=4)=O)[C@@H:14]([CH3:28])[CH2:13]3)[CH2:11][NH:10][S:9]2(=[O:30])=[O:29])[CH:5]=[CH:6][CH:7]=1.FC1C=C(N2C3(CCN[C@@H](C)C3)CNS2(=O)=O)C=CC=1.FC1C=C(N2C3(CCN(C(OCC4C=CC=CC=4)=O)[C@@H](C)C3)CNS2(=O)=O)C=CC=1, predict the reaction product. The product is: [F:1][C:2]1[CH:3]=[C:4]([N:8]2[C@@:12]3([CH2:17][CH2:16][NH:15][C@@H:14]([CH3:28])[CH2:13]3)[CH2:11][NH:10][S:9]2(=[O:30])=[O:29])[CH:5]=[CH:6][CH:7]=1. (4) Given the reactants [CH2:1]([C:6]1[CH:7]=[C:8]([CH:12]=[CH:13][CH:14]=1)[C:9]([OH:11])=O)[CH2:2][CH:3]([CH3:5])[CH3:4].[CH2:15]([NH2:22])[C:16]1[CH:21]=[CH:20][CH:19]=[CH:18][CH:17]=1, predict the reaction product. The product is: [CH2:1]([C:6]1[CH:7]=[C:8]([CH:12]=[CH:13][CH:14]=1)[C:9]([NH:22][CH2:15][C:16]1[CH:21]=[CH:20][CH:19]=[CH:18][CH:17]=1)=[O:11])[CH2:2][CH:3]([CH3:4])[CH3:5]. (5) Given the reactants I[C:2]1[C:10]2[C:5](=[N:6][CH:7]=[N:8][C:9]=2[NH2:11])[N:4]([CH:12]([C:14]2[CH:15]=[C:16]3[N:21]([C:22]=2[C:23]2[CH:28]=[CH:27][CH:26]=[CH:25][N:24]=2)[CH:20]=[CH:19][CH:18]=[CH:17]3)[CH3:13])[N:3]=1.[F:29][C:30]1[CH:31]=[C:32]([NH:45][S:46]([CH3:49])(=[O:48])=[O:47])[CH:33]=[C:34](B2OC(C)(C)C(C)(C)O2)[CH:35]=1.CCO.C([O-])([O-])=O.[Na+].[Na+], predict the reaction product. The product is: [NH2:11][C:9]1[N:8]=[CH:7][N:6]=[C:5]2[N:4]([CH:12]([C:14]3[CH:15]=[C:16]4[N:21]([C:22]=3[C:23]3[CH:28]=[CH:27][CH:26]=[CH:25][N:24]=3)[CH:20]=[CH:19][CH:18]=[CH:17]4)[CH3:13])[N:3]=[C:2]([C:34]3[CH:33]=[C:32]([NH:45][S:46]([CH3:49])(=[O:48])=[O:47])[CH:31]=[C:30]([F:29])[CH:35]=3)[C:10]=12. (6) Given the reactants [C:1]([O:5][C:6]([N:8]1[CH2:13][CH2:12][N:11]([CH2:14][CH2:15][CH2:16][O:17][C:18]2[CH:23]=[CH:22][C:21]([C:24]([O:26]CC)=[O:25])=[CH:20][C:19]=2[F:29])[CH2:10][CH2:9]1)=[O:7])([CH3:4])([CH3:3])[CH3:2].[OH-].[Na+], predict the reaction product. The product is: [C:1]([O:5][C:6]([N:8]1[CH2:9][CH2:10][N:11]([CH2:14][CH2:15][CH2:16][O:17][C:18]2[CH:23]=[CH:22][C:21]([C:24]([OH:26])=[O:25])=[CH:20][C:19]=2[F:29])[CH2:12][CH2:13]1)=[O:7])([CH3:4])([CH3:2])[CH3:3]. (7) Given the reactants [CH3:1][C:2]1[CH:3]=[CH:4][CH:5]=[C:6]2[C:10]=1[N:9]([CH2:11][CH2:12][N:13]1[CH2:18][CH2:17][O:16][CH2:15][CH2:14]1)[CH:8]=[CH:7]2.[F:19][C:20]([F:31])([F:30])[C:21](O[C:21](=[O:22])[C:20]([F:31])([F:30])[F:19])=[O:22], predict the reaction product. The product is: [F:19][C:20]([F:31])([F:30])[C:21]([C:7]1[C:6]2[C:10](=[C:2]([CH3:1])[CH:3]=[CH:4][CH:5]=2)[N:9]([CH2:11][CH2:12][N:13]2[CH2:18][CH2:17][O:16][CH2:15][CH2:14]2)[CH:8]=1)=[O:22]. (8) The product is: [C:22]([C:21]([CH3:25])([CH3:24])[C:18]1[CH:19]=[CH:20][C:15]([NH:14][C:6](=[O:7])[C:5]2[CH:9]=[CH:10][C:11]([O:12][CH3:13])=[C:3]([O:2][CH3:1])[CH:4]=2)=[CH:16][C:17]=1[C:26]([F:27])([F:29])[F:28])#[N:23]. Given the reactants [CH3:1][O:2][C:3]1[CH:4]=[C:5]([CH:9]=[CH:10][C:11]=1[O:12][CH3:13])[C:6](Cl)=[O:7].[NH2:14][C:15]1[CH:20]=[CH:19][C:18]([C:21]([CH3:25])([CH3:24])[C:22]#[N:23])=[C:17]([C:26]([F:29])([F:28])[F:27])[CH:16]=1.C(N(CC)CC)C, predict the reaction product. (9) Given the reactants [Br:1][C:2]1[CH:7]=[CH:6][C:5]([CH:8]([CH:15]([NH:22]O)[C:16]2[CH:17]=[N:18][CH:19]=[CH:20][CH:21]=2)[C:9](=[O:14])[C:10]([F:13])([F:12])[F:11])=[CH:4][CH:3]=1.II.[I-].[K+].C(=O)(O)[O-].[Na+], predict the reaction product. The product is: [Br:1][C:2]1[CH:7]=[CH:6][C:5]([C:8]2[C:15]([C:16]3[CH:17]=[N:18][CH:19]=[CH:20][CH:21]=3)=[N:22][O:14][C:9]=2[C:10]([F:11])([F:13])[F:12])=[CH:4][CH:3]=1.